Predict which catalyst facilitates the given reaction. From a dataset of Catalyst prediction with 721,799 reactions and 888 catalyst types from USPTO. (1) Reactant: C(OC([NH:8][C:9]1([CH3:28])[CH2:13][CH2:12][CH2:11][CH:10]1[NH:14][C:15](=[O:27])[O:16][C@@H:17]1[CH2:22][C@H:21]([CH3:23])[CH2:20][CH2:19][C@H:18]1[CH:24]([CH3:26])[CH3:25])=O)(C)(C)C.[ClH:29]. Product: [ClH:29].[NH2:8][C:9]1([CH3:28])[CH2:13][CH2:12][CH2:11][CH:10]1[NH:14][C:15](=[O:27])[O:16][C@@H:17]1[CH2:22][C@H:21]([CH3:23])[CH2:20][CH2:19][C@H:18]1[CH:24]([CH3:25])[CH3:26]. The catalyst class is: 12. (2) Reactant: Cl[C:2]1[CH:3]=[C:4]([CH:9]=[CH:10][N:11]=1)[C:5]([O:7][CH3:8])=[O:6].[Br-].[F:13][C:14]1[CH:21]=[CH:20][C:19]([F:22])=[CH:18][C:15]=1[CH2:16][Zn+]. Product: [F:13][C:14]1[CH:21]=[CH:20][C:19]([F:22])=[CH:18][C:15]=1[CH2:16][C:2]1[CH:3]=[C:4]([CH:9]=[CH:10][N:11]=1)[C:5]([O:7][CH3:8])=[O:6]. The catalyst class is: 176. (3) Reactant: [F:1][C:2]([F:13])([F:12])[C:3]1[CH:8]=[CH:7][N:6]=[C:5]2[NH:9][CH:10]=[CH:11][C:4]=12.[H-].[Na+].[CH:16]([Si:19](Cl)([CH:23]([CH3:25])[CH3:24])[CH:20]([CH3:22])[CH3:21])([CH3:18])[CH3:17]. Product: [F:13][C:2]([F:12])([F:1])[C:3]1[CH:8]=[CH:7][N:6]=[C:5]2[N:9]([Si:19]([CH:23]([CH3:25])[CH3:24])([CH:20]([CH3:22])[CH3:21])[CH:16]([CH3:18])[CH3:17])[CH:10]=[CH:11][C:4]=12. The catalyst class is: 7. (4) Reactant: [F:1][CH:2]([F:31])[O:3][C:4]1[CH:9]=[CH:8][C:7]([C:10]#[C:11][C:12]2[CH:13]=[C:14](/[CH:18]=N/NS(C3C=CC(C)=CC=3)(=O)=O)[CH:15]=[CH:16][CH:17]=2)=[CH:6][CH:5]=1.[CH2:32](B(CC)CC)[CH3:33].[OH-].[Na+].O. Product: [F:31][CH:2]([F:1])[O:3][C:4]1[CH:5]=[CH:6][C:7]([C:10]#[C:11][C:12]2[CH:17]=[CH:16][CH:15]=[C:14]([CH2:18][CH2:32][CH3:33])[CH:13]=2)=[CH:8][CH:9]=1. The catalyst class is: 1. (5) Reactant: [Cl:1][C:2]1[C:11]2[C:6](=[C:7]([Cl:12])[CH:8]=[CH:9][CH:10]=2)[C:5]([O:13]C)=[CH:4][N:3]=1.B(Br)(Br)Br. Product: [Cl:1][C:2]1[C:11]2[C:6](=[C:7]([Cl:12])[CH:8]=[CH:9][CH:10]=2)[C:5]([OH:13])=[CH:4][N:3]=1. The catalyst class is: 2. (6) Reactant: C(O)C.[Br:4][C:5]1[CH:10]=[CH:9][CH:8]=[C:7]([N+:11]([O-])=O)[C:6]=1[OH:14].[Cl-].[NH4+]. Product: [NH2:11][C:7]1[CH:8]=[CH:9][CH:10]=[C:5]([Br:4])[C:6]=1[OH:14]. The catalyst class is: 150.